Dataset: Forward reaction prediction with 1.9M reactions from USPTO patents (1976-2016). Task: Predict the product of the given reaction. (1) Given the reactants [OH-:1].[Na+].[O:3]1CC[CH2:5][CH2:4]1.C(OC1C=[CH:36][C:35]([O:38][CH3:39])=[CH:34][C:13]=1[CH2:14][CH2:15][C:16]([NH:18][C:19]1[CH:24]=[C:23]([F:25])[CH:22]=[CH:21][C:20]=1[O:26][C:27]1[CH:32]=[CH:31][C:30]([Br:33])=[CH:29][CH:28]=1)=O)(=O)C.Cl, predict the reaction product. The product is: [OH:1][C:14]1[CH:13]=[CH:34][C:35]([O:38][CH3:39])=[CH:36][C:15]=1[CH2:16][N:18]([C:19]1[CH:24]=[C:23]([F:25])[CH:22]=[CH:21][C:20]=1[O:26][C:27]1[CH:28]=[CH:29][C:30]([Br:33])=[CH:31][CH:32]=1)[C:4](=[O:3])[CH3:5]. (2) Given the reactants [CH3:1][O:2][C:3]1[CH:31]=[C:30]([O:32][CH3:33])[CH:29]=[CH:28][C:4]=1[CH2:5][N:6]([C:21]1[CH:26]=[CH:25][CH:24]=[C:23]([F:27])[N:22]=1)[S:7]([C:10]1[C:19]([F:20])=[CH:18][C:13]2[NH:14][C:15](=[O:17])[O:16][C:12]=2[CH:11]=1)(=[O:9])=[O:8].CCCCP(CCCC)CCCC.CCOC(/N=N/C(OCC)=O)=O.[I:59][C:60]1[CH:65]=[CH:64][CH:63]=[CH:62][C:61]=1[C@@H:66](O)[CH3:67], predict the reaction product. The product is: [CH3:1][O:2][C:3]1[CH:31]=[C:30]([O:32][CH3:33])[CH:29]=[CH:28][C:4]=1[CH2:5][N:6]([C:21]1[CH:26]=[CH:25][CH:24]=[C:23]([F:27])[N:22]=1)[S:7]([C:10]1[C:19]([F:20])=[CH:18][C:13]2[N:14]([C@@H:66]([C:61]3[CH:62]=[CH:63][CH:64]=[CH:65][C:60]=3[I:59])[CH3:67])[C:15](=[O:17])[O:16][C:12]=2[CH:11]=1)(=[O:9])=[O:8]. (3) Given the reactants [Br:1][C:2]1[CH:3]=[C:4]([CH:7]=[C:8]([CH3:10])[CH:9]=1)[C:5]#[N:6].BrN1C(=[O:17])CCC1=O.C(OOC(=O)C1C=CC=CC=1)(=O)C1C=CC=CC=1.C([O-])(=O)C.[Na+], predict the reaction product. The product is: [Br:1][C:2]1[CH:3]=[C:4]([CH:7]=[C:8]([CH2:10][OH:17])[CH:9]=1)[C:5]#[N:6]. (4) Given the reactants [CH:1]1([O:6][C:7]2[CH:8]=[C:9]([C:15]3[CH:20]=[N:19][NH:18][C:17](=[O:21])[CH:16]=3)[CH:10]=[CH:11][C:12]=2[O:13][CH3:14])[CH2:5][CH2:4][CH2:3][CH2:2]1.[H-].[Na+].[CH3:24][CH2:25][CH:26](Br)[CH2:27][CH3:28], predict the reaction product. The product is: [CH:1]1([O:6][C:7]2[CH:8]=[C:9]([C:15]3[CH:20]=[N:19][N:18]([CH:26]([CH2:27][CH3:28])[CH2:25][CH3:24])[C:17](=[O:21])[CH:16]=3)[CH:10]=[CH:11][C:12]=2[O:13][CH3:14])[CH2:2][CH2:3][CH2:4][CH2:5]1. (5) Given the reactants [F:1][C:2]([F:23])([F:22])[C@@H:3]([OH:21])[CH2:4][N:5]1[CH2:10][CH2:9][CH2:8][CH:7]([C:11]2[CH:16]=[CH:15][CH:14]=[C:13]([C:17]([F:20])([F:19])[F:18])[CH:12]=2)[CH2:6]1.[Cl:24][C:25]1[CH:30]=[CH:29][C:28]([N:31]=[C:32]=[O:33])=[CH:27][CH:26]=1, predict the reaction product. The product is: [F:23][C:2]([F:1])([F:22])[C@@H:3]([O:21][C:32](=[O:33])[NH:31][C:28]1[CH:29]=[CH:30][C:25]([Cl:24])=[CH:26][CH:27]=1)[CH2:4][N:5]1[CH2:10][CH2:9][CH2:8][CH:7]([C:11]2[CH:16]=[CH:15][CH:14]=[C:13]([C:17]([F:18])([F:19])[F:20])[CH:12]=2)[CH2:6]1. (6) The product is: [C:1]([O:5][C:6]([N:8]1[CH2:13][CH2:12][N:11]([C:14]2[CH:15]=[CH:16][C:17]([C:20]3[O:24][C:23]([C:25]4[CH:33]=[CH:32][C:31]([C:34]([F:36])([F:35])[F:37])=[C:30]5[C:26]=4[CH:27]=[CH:28][NH:29]5)=[N:22][C:21]=3[C:38](=[O:39])[NH2:45])=[CH:18][CH:19]=2)[CH2:10][C:9]1([CH3:41])[CH3:42])=[O:7])([CH3:3])([CH3:2])[CH3:4]. Given the reactants [C:1]([O:5][C:6]([N:8]1[CH2:13][CH2:12][N:11]([C:14]2[CH:19]=[CH:18][C:17]([C:20]3[O:24][C:23]([C:25]4[CH:33]=[CH:32][C:31]([C:34]([F:37])([F:36])[F:35])=[C:30]5[C:26]=4[CH:27]=[CH:28][NH:29]5)=[N:22][C:21]=3[C:38](O)=[O:39])=[CH:16][CH:15]=2)[CH2:10][C:9]1([CH3:42])[CH3:41])=[O:7])([CH3:4])([CH3:3])[CH3:2].CC[N:45]=C=NCCCN(C)C.Cl.C1C=CC2N(O)N=NC=2C=1, predict the reaction product. (7) Given the reactants [F:1][C:2]([CH3:9])([CH3:8])[C:3](=O)[CH2:4][C:5]#[N:6].C(C1C=C(N)[O:15][N:14]=1)(C)C, predict the reaction product. The product is: [F:1][C:2]([C:3]1[CH:4]=[C:5]([NH2:6])[O:15][N:14]=1)([CH3:9])[CH3:8].